This data is from Catalyst prediction with 721,799 reactions and 888 catalyst types from USPTO. The task is: Predict which catalyst facilitates the given reaction. Reactant: [OH:1][C:2]1[CH:11]=[C:10]2[C:5]([C:6]([O:12][C:13]3[CH:14]=[CH:15][C:16]([N:19]([C:28]4[CH:33]=[CH:32][CH:31]=[CH:30][CH:29]=4)[C:20]([C:22]4([C:25]([NH2:27])=[O:26])[CH2:24][CH2:23]4)=[O:21])=[N:17][CH:18]=3)=[CH:7][CH:8]=[N:9]2)=[CH:4][CH:3]=1.CS(O[CH2:39][CH2:40][CH2:41][N:42]1[CH2:48][CH:47]([OH:49])[C:44]2([CH2:46][CH2:45]2)[CH2:43]1)(=O)=O.C([O-])([O-])=O.[Cs+].[Cs+]. Product: [OH:49][CH:47]1[C:44]2([CH2:46][CH2:45]2)[CH2:43][N:42]([CH2:41][CH2:40][CH2:39][O:1][C:2]2[CH:11]=[C:10]3[C:5]([C:6]([O:12][C:13]4[CH:14]=[CH:15][C:16]([N:19]([C:28]5[CH:29]=[CH:30][CH:31]=[CH:32][CH:33]=5)[C:20]([C:22]5([C:25]([NH2:27])=[O:26])[CH2:24][CH2:23]5)=[O:21])=[N:17][CH:18]=4)=[CH:7][CH:8]=[N:9]3)=[CH:4][CH:3]=2)[CH2:48]1. The catalyst class is: 44.